This data is from Forward reaction prediction with 1.9M reactions from USPTO patents (1976-2016). The task is: Predict the product of the given reaction. (1) Given the reactants [CH2:1]([Zn]CC)C.C1(C)C=CC=CC=1.ClCI.[CH3:16]/[C:17](=[C:20](\[CH3:29])/[CH:21]([C:23]1[CH:28]=[CH:27][CH:26]=[CH:25][CH:24]=1)[CH3:22])/[CH2:18][OH:19].S(=O)(=O)(O)O, predict the reaction product. The product is: [CH3:16][C@:17]1([CH2:18][OH:19])[CH2:29][C@@:20]1([CH3:1])[C@H:21]([C:23]1[CH:24]=[CH:25][CH:26]=[CH:27][CH:28]=1)[CH3:22]. (2) Given the reactants [CH3:1][C:2]1[CH:3]([C:10]2[CH:15]=[CH:14][CH:13]=[CH:12][C:11]=2[CH:16]=[N:17][C:18]2[C:23]([CH3:24])=[CH:22][C:21]([CH3:25])=[CH:20][C:19]=2[CH3:26])[C:4]([CH3:9])=[C:5]([CH3:8])[C:6]=1[CH3:7].[BH4-].[Na+].O.C1(C)C=CC=CC=1, predict the reaction product. The product is: [CH3:9][C:4]1[CH:3]([C:10]2[CH:15]=[CH:14][CH:13]=[CH:12][C:11]=2[CH2:16][NH:17][C:18]2[C:23]([CH3:24])=[CH:22][C:21]([CH3:25])=[CH:20][C:19]=2[CH3:26])[C:2]([CH3:1])=[C:6]([CH3:7])[C:5]=1[CH3:8]. (3) Given the reactants [Br:1][C:2]1[C:3](=O)[NH:4][C:5]([NH:8][C:9]2[CH:14]=[CH:13][C:12]([F:15])=[C:11]([Cl:16])[CH:10]=2)=[N:6][CH:7]=1.C([O-])(O)=O.[Na+].P(Cl)(Cl)([Cl:25])=O, predict the reaction product. The product is: [Br:1][C:2]1[C:3]([Cl:25])=[N:4][C:5]([NH:8][C:9]2[CH:14]=[CH:13][C:12]([F:15])=[C:11]([Cl:16])[CH:10]=2)=[N:6][CH:7]=1. (4) The product is: [F:1][C:2]1[CH:10]=[CH:9][CH:8]=[C:7]2[C:3]=1[CH2:4][CH2:5][N:6]2[C:11](=[O:21])[CH2:12][C:13]1[NH:18][C:17](=[O:19])[CH:16]=[C:15]([N:6]2[CH2:7][CH2:8][O:22][CH:4]([CH3:3])[CH2:5]2)[N:14]=1. Given the reactants [F:1][C:2]1[CH:10]=[CH:9][CH:8]=[C:7]2[C:3]=1[CH2:4][CH2:5][N:6]2[C:11](=[O:21])[CH2:12][C:13]1[NH:18][C:17](=[O:19])[CH:16]=[C:15](Cl)[N:14]=1.[OH2:22], predict the reaction product. (5) Given the reactants [N:1]#N.N#N.N.N.[C:7](=[O:10])([O-:9])[NH2:8].[NH4+], predict the reaction product. The product is: [C:7](=[O:9])([O-:10])[NH2:8].[NH4+:1].[C:7](=[O:10])=[O:9].[NH3:8]. (6) Given the reactants [CH3:1][N:2]1[CH:6]=[CH:5][CH:4]=[N:3]1.C([Li])CCC.[B:12](OC(C)C)([O:17]C(C)C)[O:13]C(C)C.[Cl-].[NH4+].Cl, predict the reaction product. The product is: [CH3:1][N:2]1[C:6]([B:12]([OH:17])[OH:13])=[CH:5][CH:4]=[N:3]1. (7) Given the reactants [F:1][C:2]1[CH:3]=[C:4]2[C:21](=[CH:22][CH:23]=1)[O:20][C:7]1([CH2:12][CH2:11][N:10]([C:13]([O:15][C:16]([CH3:19])([CH3:18])[CH3:17])=[O:14])[CH2:9][CH2:8]1)[CH2:6][C:5]2=[O:24].[BH4-].[Na+], predict the reaction product. The product is: [F:1][C:2]1[CH:3]=[C:4]2[C:21](=[CH:22][CH:23]=1)[O:20][C:7]1([CH2:8][CH2:9][N:10]([C:13]([O:15][C:16]([CH3:19])([CH3:18])[CH3:17])=[O:14])[CH2:11][CH2:12]1)[CH2:6][CH:5]2[OH:24]. (8) Given the reactants [Br:1][C:2]1[CH:10]=[C:6]([C:7]([OH:9])=O)[C:5]([OH:11])=[CH:4][CH:3]=1.[F:12][C:13]([F:22])([F:21])[C:14]1[CH:15]=[C:16]([CH:18]=[CH:19][CH:20]=1)[NH2:17], predict the reaction product. The product is: [F:12][C:13]([F:21])([F:22])[C:14]1[CH:15]=[C:16]([NH:17][C:7](=[O:9])[C:6]2[CH:10]=[C:2]([Br:1])[CH:3]=[CH:4][C:5]=2[OH:11])[CH:18]=[CH:19][CH:20]=1.